Predict the reaction yield, written as a fraction of the theoretical maximum amount of product (1.0 means a 100% yield; for example, 0.34 means a 34% yield). From a dataset of Reaction yield outcomes from USPTO patents with 853,638 reactions. (1) The reactants are Cl[C:2]1[N:11]=[C:10]([N:12]([CH3:14])[CH3:13])[C:9]2[C:4](=[CH:5][CH:6]=[CH:7][CH:8]=2)[N:3]=1.[CH2:15]([N:22]1[CH2:26][CH2:25][CH:24]([NH2:27])[CH2:23]1)[C:16]1[CH:21]=[CH:20][CH:19]=[CH:18][CH:17]=1.C([O-])(O)=O.[Na+]. The catalyst is C(O)CCC. The product is [CH2:15]([N:22]1[CH2:26][CH2:25][CH:24]([NH:27][C:2]2[N:11]=[C:10]([N:12]([CH3:14])[CH3:13])[C:9]3[C:4](=[CH:5][CH:6]=[CH:7][CH:8]=3)[N:3]=2)[CH2:23]1)[C:16]1[CH:17]=[CH:18][CH:19]=[CH:20][CH:21]=1. The yield is 0.500. (2) The reactants are C[N:2](C(ON1N=NC2C=CC=NC1=2)=[N+](C)C)C.F[P-](F)(F)(F)(F)F.[CH3:25][C:26]1[N:27]=[C:28]([C:45]2[CH:50]=[CH:49][C:48]([C:51]([F:54])([F:53])[F:52])=[CH:47][CH:46]=2)[S:29][C:30]=1[CH2:31][NH:32][C:33]1[CH:38]=[CH:37][C:36]([C@@H:39]2[CH2:41][C@H:40]2[C:42]([OH:44])=O)=[CH:35][CH:34]=1.N.CO. The catalyst is CN(C=O)C.ClCCl.O. The product is [CH3:25][C:26]1[N:27]=[C:28]([C:45]2[CH:46]=[CH:47][C:48]([C:51]([F:54])([F:52])[F:53])=[CH:49][CH:50]=2)[S:29][C:30]=1[CH2:31][NH:32][C:33]1[CH:34]=[CH:35][C:36]([C@@H:39]2[CH2:41][C@H:40]2[C:42]([NH2:2])=[O:44])=[CH:37][CH:38]=1. The yield is 0.480. (3) The reactants are C(=O)([O-])[O-].[K+].[K+].F[C:8]1[CH:13]=[CH:12][C:11]([F:14])=[CH:10][C:9]=1[N+:15]([O-:17])=[O:16].[OH:18][C:19]1[CH:23]=[C:22]([CH3:24])[NH:21][N:20]=1.Cl. The catalyst is CN(C=O)C. The product is [F:14][C:11]1[CH:12]=[CH:13][C:8]([O:18][C:19]2[CH:23]=[C:22]([CH3:24])[NH:21][N:20]=2)=[C:9]([N+:15]([O-:17])=[O:16])[CH:10]=1. The yield is 0.488. (4) The reactants are [Cl:1][S:2]([OH:5])(=O)=[O:3].[CH2:6]1[C:15]2[C:10](=[CH:11][CH:12]=[CH:13][CH:14]=2)[CH2:9][CH2:8][C:7]1=[O:16]. No catalyst specified. The product is [O:16]=[C:7]1[CH2:6][C:15]2[CH:14]=[C:13]([S:2]([Cl:1])(=[O:5])=[O:3])[CH:12]=[CH:11][C:10]=2[CH2:9][CH2:8]1. The yield is 0.200. (5) The reactants are O[C:2]1[N:10]=[CH:9][C:8]([N+:11]([O-:13])=[O:12])=[CH:7][C:3]=1[C:4]([OH:6])=[O:5].CN(C)C=O.S(Cl)([Cl:21])=O. No catalyst specified. The product is [Cl:21][C:2]1[N:10]=[CH:9][C:8]([N+:11]([O-:13])=[O:12])=[CH:7][C:3]=1[C:4]([OH:6])=[O:5]. The yield is 0.680.